This data is from Reaction yield outcomes from USPTO patents with 853,638 reactions. The task is: Predict the reaction yield, written as a fraction of the theoretical maximum amount of product (1.0 means a 100% yield; for example, 0.34 means a 34% yield). (1) The reactants are [C:1]([C:5]1[CH:9]=[C:8]([NH:10][C:11]2[C:12]([C:17]([O:19]CC)=[O:18])=[N:13][CH:14]=[CH:15][CH:16]=2)[N:7]([C:22]2[C:27]([CH3:28])=[CH:26][CH:25]=[CH:24][C:23]=2[CH3:29])[N:6]=1)([CH3:4])([CH3:3])[CH3:2].O.[OH-].[Li+].Cl. The catalyst is C(O)C.C1COCC1.O. The product is [C:1]([C:5]1[CH:9]=[C:8]([NH:10][C:11]2[C:12]([C:17]([OH:19])=[O:18])=[N:13][CH:14]=[CH:15][CH:16]=2)[N:7]([C:22]2[C:27]([CH3:28])=[CH:26][CH:25]=[CH:24][C:23]=2[CH3:29])[N:6]=1)([CH3:4])([CH3:3])[CH3:2]. The yield is 0.850. (2) The reactants are [F:1][C:2]1[CH:7]=[CH:6][C:5]([N:8]([C:18]2[CH:23]=[CH:22][CH:21]=[CH:20][C:19]=2O)[C:9](=O)[C:10]2[CH:15]=[CH:14][C:13]([OH:16])=[CH:12][CH:11]=2)=[CH:4][CH:3]=1.C1C[O:28]CC1. No catalyst specified. The product is [F:1][C:2]1[CH:7]=[CH:6][C:5]([N:8]([CH2:9][C:10]2[CH:15]=[CH:14][C:13]([OH:16])=[CH:12][CH:11]=2)[C:18]2[CH:23]=[CH:22][C:21]([OH:28])=[CH:20][CH:19]=2)=[CH:4][CH:3]=1. The yield is 0.920.